Dataset: Catalyst prediction with 721,799 reactions and 888 catalyst types from USPTO. Task: Predict which catalyst facilitates the given reaction. (1) Reactant: [C:1]([C:3]1[CH:4]=[C:5]([CH2:16][NH:17][C:18]2[C:19]([F:32])=[C:20]([CH:28]=[CH:29][C:30]=2[F:31])[O:21][CH2:22][C:23]([O:25]CC)=[O:24])[CH:6]=[C:7]([C:9]2[CH:14]=[CH:13][CH:12]=[C:11]([F:15])[CH:10]=2)[CH:8]=1)#[N:2].O.O[Li].O. Product: [C:1]([C:3]1[CH:4]=[C:5]([CH2:16][NH:17][C:18]2[C:19]([F:32])=[C:20]([CH:28]=[CH:29][C:30]=2[F:31])[O:21][CH2:22][C:23]([OH:25])=[O:24])[CH:6]=[C:7]([C:9]2[CH:14]=[CH:13][CH:12]=[C:11]([F:15])[CH:10]=2)[CH:8]=1)#[N:2]. The catalyst class is: 1. (2) Reactant: [C:1]([OH:8])(=[O:7])/[CH:2]=[CH:3]\[C:4]([OH:6])=[O:5].C(OC)(C)(C)C.[CH3:15][CH2:16][O:17][C:18]([C:20]1[CH:25]([C:26]2[C:31]([Cl:32])=[CH:30][CH:29]=[CH:28][CH:27]=2)[C:24]([C:33]([O:35][CH3:36])=[O:34])=[C:23]([CH3:37])[NH:22][C:21]=1[CH2:38][O:39][CH2:40][CH2:41][NH2:42])=[O:19]. Product: [CH3:15][CH2:16][O:17][C:18]([C:20]1[CH:25]([C:26]2[CH:27]=[CH:28][CH:29]=[CH:30][C:31]=2[Cl:32])[C:24]([C:33]([O:35][CH3:36])=[O:34])=[C:23]([CH3:37])[NH:22][C:21]=1[CH2:38][O:39][CH2:40][CH2:41][NH2:42])=[O:19].[CH:2](/[C:1]([OH:8])=[O:7])=[CH:3]/[C:4]([OH:6])=[O:5]. The catalyst class is: 51. (3) Reactant: [CH:1]1[CH:10]=[C:9]2C([O:13][C:14](=[O:15])[C:7]3=[C:8]2[C:3](=[CH:4][C:5]([N+:16]([O-:18])=[O:17])=[CH:6]3)[CH:2]=1)=O.[OH-].[Na+].CC(O)=O. Product: [N+:16]([C:5]1[CH:6]=[C:7]([C:14]([OH:15])=[O:13])[C:8]2[C:3]([CH:4]=1)=[CH:2][CH:1]=[CH:10][CH:9]=2)([O-:18])=[O:17]. The catalyst class is: 223.